From a dataset of Full USPTO retrosynthesis dataset with 1.9M reactions from patents (1976-2016). Predict the reactants needed to synthesize the given product. (1) Given the product [C:22]([NH:2][CH2:3][CH2:4][C:5]1[CH:12]=[CH:11][C:9]([OH:10])=[C:7]([OH:8])[CH:6]=1)(=[O:25])[CH2:3][CH2:4][CH2:5][CH2:6][CH2:21][CH2:19][CH3:20], predict the reactants needed to synthesize it. The reactants are: Cl.[NH2:2][CH2:3][CH2:4][C:5]1[CH:12]=[CH:11][C:9]([OH:10])=[C:7]([OH:8])[CH:6]=1.CCN([CH:19]([CH3:21])[CH3:20])C(C)C.[C:22]([O-:25])(O)=O.[Na+].S([O-])([O-])=O.[Na+].[Na+]. (2) Given the product [C:42]12([NH:38][C:39]([C:41]3[C:2]([F:1])=[CH:10][C:9]([F:11])=[C:8]([C:12]4[C:13]([N+:32]([O-:34])=[O:33])=[CH:14][C:15]5[O:19][C:18]([C:20]6[CH:21]=[CH:22][C:23]([F:26])=[CH:24][CH:25]=6)=[C:17]([C:27]([NH:28][CH3:29])=[O:30])[C:16]=5[CH:31]=4)[CH:7]=3)=[O:54])[CH2:43][CH:45]([CH2:44]1)[CH2:46]2, predict the reactants needed to synthesize it. The reactants are: [F:1][C:2]1[CH:10]=[C:9]([F:11])[C:8]([C:12]2[C:13]([N+:32]([O-:34])=[O:33])=[CH:14][C:15]3[O:19][C:18]([C:20]4[CH:25]=[CH:24][C:23]([F:26])=[CH:22][CH:21]=4)=[C:17]([C:27](=[O:30])[NH:28][CH3:29])[C:16]=3[CH:31]=2)=[CH:7]C=1C(O)=O.C([N:38]([CH:42]([CH2:44][CH2:45][CH3:46])[CH3:43])[CH:39]([CH3:41])C)(C)C.CN(C([O:54]N1N=NC2C=CC=NC1=2)=[N+](C)C)C.F[P-](F)(F)(F)(F)F.FC(F)(F)C(O)=O. (3) Given the product [I:1][C:2]1[C:10]2[C:5](=[C:6]([O:11][CH3:12])[N:7]=[CH:8][CH:9]=2)[N:4]([CH3:15])[CH:3]=1, predict the reactants needed to synthesize it. The reactants are: [I:1][C:2]1[C:10]2[C:5](=[C:6]([O:11][CH3:12])[N:7]=[CH:8][CH:9]=2)[NH:4][CH:3]=1.[H-].[Na+].[CH3:15]I. (4) Given the product [CH2:21]([O:20][C:19]1[C:15]([O:14][CH2:7][C:8]2[CH:13]=[CH:12][CH:11]=[CH:10][CH:9]=2)=[C:16]([C:41]([N:46]([CH3:47])[CH3:44])=[O:42])[N:17]([C:33]2[CH:34]=[CH:35][C:36]([O:39][CH3:40])=[CH:37][CH:38]=2)[C:18]=1[C:28]([N:29]([O:4][CH3:3])[CH3:30])=[O:32])[C:22]1[CH:27]=[CH:26][CH:25]=[CH:24][CH:23]=1, predict the reactants needed to synthesize it. The reactants are: C(Cl)([C:3](Cl)=[O:4])=O.[CH2:7]([O:14][C:15]1[C:19]([O:20][CH2:21][C:22]2[CH:27]=[CH:26][CH:25]=[CH:24][CH:23]=2)=[C:18]([C:28](=[O:32])[N:29](C)[CH3:30])[N:17]([C:33]2[CH:38]=[CH:37][C:36]([O:39][CH3:40])=[CH:35][CH:34]=2)[C:16]=1[C:41]([O-])=[O:42])[C:8]1[CH:13]=[CH:12][CH:11]=[CH:10][CH:9]=1.[CH2:44]([NH+:46](CC)[CH2:47]C)C.N1C=CC=CC=1.